This data is from Full USPTO retrosynthesis dataset with 1.9M reactions from patents (1976-2016). The task is: Predict the reactants needed to synthesize the given product. (1) Given the product [CH2:24]([C:20]1[CH:19]=[C:18]([C:8]2([C:4]3[CH:5]=[CH:6][CH:7]=[C:2]([C:32]4[C:27]([F:26])=[N:28][CH:29]=[CH:30][CH:31]=4)[CH:3]=3)[C:16]3[C:11](=[CH:12][CH:13]=[CH:14][CH:15]=3)[C:10]([NH2:17])=[N:9]2)[CH:23]=[CH:22][N:21]=1)[CH3:25], predict the reactants needed to synthesize it. The reactants are: Br[C:2]1[CH:3]=[C:4]([C:8]2([C:18]3[CH:23]=[CH:22][N:21]=[C:20]([CH2:24][CH3:25])[CH:19]=3)[C:16]3[C:11](=[CH:12][CH:13]=[CH:14][CH:15]=3)[C:10]([NH2:17])=[N:9]2)[CH:5]=[CH:6][CH:7]=1.[F:26][C:27]1[C:32](B(O)O)=[CH:31][CH:30]=[CH:29][N:28]=1. (2) Given the product [CH2:15]([O:14][C:13]1[CH:12]=[CH:11][C:10]([C@@H:22]([OH:25])[CH2:23][Br:24])=[CH:9][C:8]=1[NH:7][S:27]([CH3:26])(=[O:29])=[O:28])[C:16]1[CH:21]=[CH:20][CH:19]=[CH:18][CH:17]=1, predict the reactants needed to synthesize it. The reactants are: N1C=CC=CC=1.[NH2:7][C:8]1[CH:9]=[C:10]([C@@H:22]([OH:25])[CH2:23][Br:24])[CH:11]=[CH:12][C:13]=1[O:14][CH2:15][C:16]1[CH:21]=[CH:20][CH:19]=[CH:18][CH:17]=1.[CH3:26][S:27](Cl)(=[O:29])=[O:28]. (3) Given the product [C:1]([C:3]1[CH:8]=[CH:7][C:6]([C:9]2[CH:10]=[N:11][N:12]([C:16]3[CH:25]=[CH:24][C:19]([C:20]([OH:22])=[O:21])=[CH:18][N:17]=3)[C:13]=2[OH:14])=[C:5]([F:26])[CH:4]=1)#[N:2], predict the reactants needed to synthesize it. The reactants are: [C:1]([C:3]1[CH:8]=[CH:7][C:6]([C:9]2[CH:10]=[N:11][N:12]([C:16]3[CH:25]=[CH:24][C:19]([C:20]([O:22]C)=[O:21])=[CH:18][N:17]=3)[C:13]=2[O:14]C)=[C:5]([F:26])[CH:4]=1)#[N:2].[Cl-].[Li+].[OH-].[Li+].Cl. (4) Given the product [Br:1][C:2]1[CH:3]=[C:4]([F:18])[C:5]2[O:9][CH:8]([C:10]3([OH:16])[CH2:11][CH2:12][N:13]([C:20]4[N:25]=[CH:24][C:23]([CH2:26][CH2:27][CH3:28])=[CH:22][N:21]=4)[CH2:14][CH2:15]3)[CH2:7][C:6]=2[CH:17]=1, predict the reactants needed to synthesize it. The reactants are: [Br:1][C:2]1[CH:3]=[C:4]([F:18])[C:5]2[O:9][CH:8]([C:10]3([OH:16])[CH2:15][CH2:14][NH:13][CH2:12][CH2:11]3)[CH2:7][C:6]=2[CH:17]=1.Cl[C:20]1[N:25]=[CH:24][C:23]([CH2:26][CH2:27][CH3:28])=[CH:22][N:21]=1.C([O-])([O-])=O.[K+].[K+]. (5) Given the product [ClH:3].[C:35]([N:38]1[CH2:39][CH2:40][CH:41]([C:44]([N:26]2[CH2:27][CH2:28][C@H:23]([NH:22][CH2:21][C:12]3[CH:11]=[C:10]([C:7]4[CH:8]=[CH:9][C:4]([Cl:3])=[CH:5][CH:6]=4)[CH:15]=[CH:14][C:13]=3[O:16][C:17]([F:19])([F:20])[F:18])[C@H:24]([C:29]3[CH:30]=[CH:31][CH:32]=[CH:33][CH:34]=3)[CH2:25]2)=[O:45])[CH2:42][CH2:43]1)(=[O:37])[CH3:36], predict the reactants needed to synthesize it. The reactants are: Cl.Cl.[Cl:3][C:4]1[CH:9]=[CH:8][C:7]([C:10]2[CH:15]=[CH:14][C:13]([O:16][C:17]([F:20])([F:19])[F:18])=[C:12]([CH2:21][NH:22][C@H:23]3[CH2:28][CH2:27][NH:26][CH2:25][C@H:24]3[C:29]3[CH:34]=[CH:33][CH:32]=[CH:31][CH:30]=3)[CH:11]=2)=[CH:6][CH:5]=1.[C:35]([N:38]1[CH2:43][CH2:42][CH:41]([C:44](O)=[O:45])[CH2:40][CH2:39]1)(=[O:37])[CH3:36].Cl.C(OCC)(=O)C.